Dataset: NCI-60 drug combinations with 297,098 pairs across 59 cell lines. Task: Regression. Given two drug SMILES strings and cell line genomic features, predict the synergy score measuring deviation from expected non-interaction effect. (1) Drug 1: CC(C1=C(C=CC(=C1Cl)F)Cl)OC2=C(N=CC(=C2)C3=CN(N=C3)C4CCNCC4)N. Drug 2: CS(=O)(=O)C1=CC(=C(C=C1)C(=O)NC2=CC(=C(C=C2)Cl)C3=CC=CC=N3)Cl. Cell line: HL-60(TB). Synergy scores: CSS=12.0, Synergy_ZIP=-4.41, Synergy_Bliss=-5.18, Synergy_Loewe=-21.7, Synergy_HSA=-11.4. (2) Synergy scores: CSS=36.4, Synergy_ZIP=5.32, Synergy_Bliss=-0.404, Synergy_Loewe=0.893, Synergy_HSA=0.680. Drug 1: C1CCN(CC1)CCOC2=CC=C(C=C2)C(=O)C3=C(SC4=C3C=CC(=C4)O)C5=CC=C(C=C5)O. Drug 2: CC1C(C(CC(O1)OC2CC(CC3=C2C(=C4C(=C3O)C(=O)C5=C(C4=O)C(=CC=C5)OC)O)(C(=O)CO)O)N)O.Cl. Cell line: A549. (3) Drug 1: COC1=C(C=C2C(=C1)N=CN=C2NC3=CC(=C(C=C3)F)Cl)OCCCN4CCOCC4. Drug 2: COCCOC1=C(C=C2C(=C1)C(=NC=N2)NC3=CC=CC(=C3)C#C)OCCOC.Cl. Cell line: HCT-15. Synergy scores: CSS=41.2, Synergy_ZIP=0.659, Synergy_Bliss=4.38, Synergy_Loewe=1.11, Synergy_HSA=4.52.